From a dataset of Full USPTO retrosynthesis dataset with 1.9M reactions from patents (1976-2016). Predict the reactants needed to synthesize the given product. (1) Given the product [CH3:17][O:16][C:14](=[O:15])[CH:13]([O:11][C:4]1[CH:5]=[CH:6][C:7]([N+:8]([O-:10])=[O:9])=[C:2]([F:1])[CH:3]=1)[CH2:18][CH2:19][Br:20], predict the reactants needed to synthesize it. The reactants are: [F:1][C:2]1[CH:3]=[C:4]([OH:11])[CH:5]=[CH:6][C:7]=1[N+:8]([O-:10])=[O:9].Br[CH:13]([CH2:18][CH2:19][Br:20])[C:14]([O:16][CH3:17])=[O:15].C(=O)([O-])[O-].[K+].[K+].Cl. (2) Given the product [C:29]([O:23][C:22](=[O:24])[C:21]1[CH:25]=[CH:26][CH:27]=[CH:28][C:20]=1[Br:19])([CH3:32])([CH3:31])[CH3:30], predict the reactants needed to synthesize it. The reactants are: C1CCC(N=C=NC2CCCCC2)CC1.C(Cl)Cl.[Br:19][C:20]1[CH:28]=[CH:27][CH:26]=[CH:25][C:21]=1[C:22]([OH:24])=[O:23].[C:29](O)([CH3:32])([CH3:31])[CH3:30]. (3) Given the product [Br:1][C:2]1[CH:8]=[CH:7][CH:6]=[CH:5][C:3]=1[NH:4][C:15](=[O:24])/[CH:16]=[CH:17]/[C:18]1[CH:23]=[CH:22][CH:21]=[CH:20][CH:19]=1, predict the reactants needed to synthesize it. The reactants are: [Br:1][C:2]1[CH:8]=[CH:7][CH:6]=[CH:5][C:3]=1[NH2:4].C(=O)([O-])[O-].[K+].[K+].[C:15](Cl)(=[O:24])[CH:16]=[CH:17][C:18]1[CH:23]=[CH:22][CH:21]=[CH:20][CH:19]=1.